This data is from Catalyst prediction with 721,799 reactions and 888 catalyst types from USPTO. The task is: Predict which catalyst facilitates the given reaction. (1) Reactant: [NH2:1][C:2]1[CH:13]=[CH:12][C:5]([CH2:6][NH:7][S:8]([CH3:11])(=[O:10])=[O:9])=[CH:4][CH:3]=1.N1C=CC=CC=1.Cl[C:21]([O:23][C:24]1[CH:29]=[CH:28][CH:27]=[CH:26][CH:25]=1)=[O:22]. Product: [CH3:11][S:8]([NH:7][CH2:6][C:5]1[CH:12]=[CH:13][C:2]([NH:1][C:21](=[O:22])[O:23][C:24]2[CH:29]=[CH:28][CH:27]=[CH:26][CH:25]=2)=[CH:3][CH:4]=1)(=[O:10])=[O:9]. The catalyst class is: 783. (2) Reactant: [CH:1]1([N:4]2[CH2:9][CH2:8][N:7]([C:10]3([CH2:23][NH:24]C(=O)C(F)(F)F)[CH2:15][CH2:14][N:13]([C:16]([O:18][C:19]([CH3:22])([CH3:21])[CH3:20])=[O:17])[CH2:12][CH2:11]3)[CH2:6][CH2:5]2)[CH2:3][CH2:2]1.[OH-].[Na+]. Product: [NH2:24][CH2:23][C:10]1([N:7]2[CH2:8][CH2:9][N:4]([CH:1]3[CH2:3][CH2:2]3)[CH2:5][CH2:6]2)[CH2:11][CH2:12][N:13]([C:16]([O:18][C:19]([CH3:21])([CH3:22])[CH3:20])=[O:17])[CH2:14][CH2:15]1. The catalyst class is: 5. (3) Reactant: [OH-].[K+].[CH3:3][O:4][C:5]1[CH:6]=[CH:7][C:8]2[N:9]([N:11]=[C:12]([C:25]3[CH:30]=[CH:29][C:28]([O:31][C:32]([F:35])([F:34])[F:33])=[CH:27][CH:26]=3)[C:13]=2[CH2:14][C:15]2[N:20]=[C:19]([C:21]([O:23]C)=[O:22])[CH:18]=[CH:17][CH:16]=2)[CH:10]=1.Cl. Product: [CH3:3][O:4][C:5]1[CH:6]=[CH:7][C:8]2[N:9]([N:11]=[C:12]([C:25]3[CH:30]=[CH:29][C:28]([O:31][C:32]([F:34])([F:35])[F:33])=[CH:27][CH:26]=3)[C:13]=2[CH2:14][C:15]2[N:20]=[C:19]([C:21]([OH:23])=[O:22])[CH:18]=[CH:17][CH:16]=2)[CH:10]=1. The catalyst class is: 5. (4) Reactant: FC(F)(F)C([NH:5][C:6]([CH3:26])([CH3:25])[CH2:7][C:8]1[CH:13]=[CH:12][C:11]([S:14]([C:17]2[CH:22]=[CH:21][C:20]([O:23][CH3:24])=[CH:19][CH:18]=2)(=[O:16])=[O:15])=[CH:10][CH:9]=1)=O.[OH-].[Na+].O. Product: [CH3:24][O:23][C:20]1[CH:19]=[CH:18][C:17]([S:14]([C:11]2[CH:12]=[CH:13][C:8]([CH2:7][C:6]([CH3:26])([NH2:5])[CH3:25])=[CH:9][CH:10]=2)(=[O:15])=[O:16])=[CH:22][CH:21]=1. The catalyst class is: 8. (5) Reactant: Br[CH2:2][C:3]([O:5][C:6]([CH3:9])([CH3:8])[CH3:7])=[O:4].[Br:10][C:11]1[CH:16]=[C:15]([N+:17]([O-:19])=[O:18])[CH:14]=[CH:13][C:12]=1[OH:20].C(=O)([O-])[O-].[K+].[K+]. Product: [C:6]([O:5][C:3](=[O:4])[CH2:2][O:20][C:12]1[CH:13]=[CH:14][C:15]([N+:17]([O-:19])=[O:18])=[CH:16][C:11]=1[Br:10])([CH3:9])([CH3:8])[CH3:7]. The catalyst class is: 3. (6) Reactant: [O:1]1[CH2:6][CH2:5][CH:4]([NH2:7])[CH2:3][CH2:2]1.C(N(C(C)C)CC)(C)C.[Cl:17][C:18]1[N:23]=[C:22]([N:24]([C:40]([O:42][C:43]([CH3:46])([CH3:45])[CH3:44])=[O:41])[N:25]([C:33]([O:35][C:36]([CH3:39])([CH3:38])[CH3:37])=[O:34])[C:26]([O:28][C:29]([CH3:32])([CH3:31])[CH3:30])=[O:27])[C:21]([F:47])=[C:20](Cl)[N:19]=1. Product: [Cl:17][C:18]1[N:23]=[C:22]([N:24]([C:40]([O:42][C:43]([CH3:46])([CH3:45])[CH3:44])=[O:41])[N:25]([C:26]([O:28][C:29]([CH3:30])([CH3:31])[CH3:32])=[O:27])[C:33]([O:35][C:36]([CH3:37])([CH3:38])[CH3:39])=[O:34])[C:21]([F:47])=[C:20]([NH:7][CH:4]2[CH2:5][CH2:6][O:1][CH2:2][CH2:3]2)[N:19]=1. The catalyst class is: 3.